The task is: Predict the reaction yield, written as a fraction of the theoretical maximum amount of product (1.0 means a 100% yield; for example, 0.34 means a 34% yield).. This data is from Reaction yield outcomes from USPTO patents with 853,638 reactions. The reactants are [NH2:1][C:2]([NH2:4])=[S:3].Cl[CH2:6][C:7](=O)[C:8](=[O:10])[CH3:9]. The catalyst is C(O)C. The product is [NH2:1][C:2]1[S:3][CH:6]=[C:7]([C:8](=[O:10])[CH3:9])[N:4]=1. The yield is 0.780.